Dataset: Reaction yield outcomes from USPTO patents with 853,638 reactions. Task: Predict the reaction yield, written as a fraction of the theoretical maximum amount of product (1.0 means a 100% yield; for example, 0.34 means a 34% yield). (1) The reactants are [NH2:1][C:2]1[N:7]=[CH:6][N:5]=[C:4]([NH:8][C@H:9]([C:11]2[N:16]([C:17]3[CH:22]=[CH:21][CH:20]=[CH:19][CH:18]=3)[C:15](=[O:23])[C:14]3=[C:24]([CH3:27])[CH:25]=[CH:26][N:13]3[N:12]=2)[CH3:10])[C:3]=1Br.[F:29][C:30]1[CH:31]=[C:32]([NH:45][S:46]([CH3:49])(=[O:48])=[O:47])[CH:33]=[C:34](B2OC(C)(C)C(C)(C)O2)[CH:35]=1.C(=O)([O-])[O-].[Cs+].[Cs+]. No catalyst specified. The product is [NH2:1][C:2]1[C:3]([C:34]2[CH:33]=[C:32]([NH:45][S:46]([CH3:49])(=[O:48])=[O:47])[CH:31]=[C:30]([F:29])[CH:35]=2)=[C:4]([NH:8][C@H:9]([C:11]2[N:16]([C:17]3[CH:22]=[CH:21][CH:20]=[CH:19][CH:18]=3)[C:15](=[O:23])[C:14]3=[C:24]([CH3:27])[CH:25]=[CH:26][N:13]3[N:12]=2)[CH3:10])[N:5]=[CH:6][N:7]=1. The yield is 0.590. (2) The reactants are [O:1]=[C:2]([NH:19][C:20]1[O:24][N:23]=[C:22]([C:25]2[CH:30]=[CH:29][N:28]=[CH:27][CH:26]=2)[CH:21]=1)[C@@H:3]([NH:11]C(=O)OC(C)(C)C)[CH2:4][C:5]1[CH:10]=[CH:9][CH:8]=[CH:7][CH:6]=1.C(O)(C(F)(F)F)=O. The catalyst is C(Cl)Cl. The product is [NH2:11][C@@H:3]([CH2:4][C:5]1[CH:6]=[CH:7][CH:8]=[CH:9][CH:10]=1)[C:2]([NH:19][C:20]1[O:24][N:23]=[C:22]([C:25]2[CH:26]=[CH:27][N:28]=[CH:29][CH:30]=2)[CH:21]=1)=[O:1]. The yield is 0.810. (3) The reactants are [CH3:1][CH:2]1[C:6](=[O:7])[CH:5]=[C:4]([CH3:8])[O:3]1.[Si:9](OS(C(F)(F)F)(=O)=O)([C:12]([CH3:15])([CH3:14])[CH3:13])([CH3:11])[CH3:10]. The catalyst is C(Cl)Cl. The product is [CH3:13][C:12]([Si:9]([CH3:11])([CH3:10])[O:7][C:6]1[CH:5]=[C:4]([CH3:8])[O:3][C:2]=1[CH3:1])([CH3:15])[CH3:14]. The yield is 0.890. (4) The reactants are [CH2:1]([O:8][C:9](=[O:14])[C@H:10]([CH2:12][OH:13])[NH2:11])[C:2]1[CH:7]=[CH:6][CH:5]=[CH:4][CH:3]=1.[C:15]([O:30][C@H:31]([CH2:36][CH2:37][CH2:38][CH2:39][CH2:40][CH2:41][CH2:42][CH2:43][CH2:44][CH2:45][CH3:46])[CH2:32][C:33](O)=[O:34])(=[O:29])[CH2:16][CH2:17][CH2:18][CH2:19][CH2:20][CH2:21][CH2:22][CH2:23][CH2:24][CH2:25][CH2:26][CH2:27][CH3:28].C(Cl)CCl.CI. No catalyst specified. The product is [CH2:1]([O:8][C:9](=[O:14])[C@H:10]([CH2:12][OH:13])[NH:11][C:33](=[O:34])[CH2:32][C@H:31]([O:30][C:15](=[O:29])[CH2:16][CH2:17][CH2:18][CH2:19][CH2:20][CH2:21][CH2:22][CH2:23][CH2:24][CH2:25][CH2:26][CH2:27][CH3:28])[CH2:36][CH2:37][CH2:38][CH2:39][CH2:40][CH2:41][CH2:42][CH2:43][CH2:44][CH2:45][CH3:46])[C:2]1[CH:7]=[CH:6][CH:5]=[CH:4][CH:3]=1. The yield is 0.940. (5) The reactants are C([NH:3][C@@H:4]([CH2:8][C:9]1[CH:14]=CC=CC=1)[C:5]([OH:7])=[O:6])C.[C:15](=[O:18])([O-:17])[O-].[K+].[K+].C(=O)(ON1C(=O)CCC1=O)O[CH2:23][CH:24]1[C:36]2[CH:35]=[CH:34][CH:33]=[CH:32][C:31]=2[C:30]2[C:25]1=[CH:26][CH:27]=[CH:28][CH:29]=2.S(=O)(=O)(O)[O-].[K+].[O:52]1CCO[CH2:54][CH2:53]1. The catalyst is O. The product is [CH:29]1[C:30]2[CH:35]([CH2:34][O:17][C:15]([N:3]3[CH2:14][C@H:9]([O:52][CH2:53][CH3:54])[CH2:8][C@H:4]3[C:5]([OH:7])=[O:6])=[O:18])[C:36]3[C:24](=[CH:23][CH:33]=[CH:32][CH:31]=3)[C:25]=2[CH:26]=[CH:27][CH:28]=1. The yield is 0.370.